This data is from Full USPTO retrosynthesis dataset with 1.9M reactions from patents (1976-2016). The task is: Predict the reactants needed to synthesize the given product. (1) Given the product [CH3:5][O:4][C:2]([NH:6][C@H:7]([C:15]1[CH:16]=[CH:17][CH:18]=[CH:19][CH:20]=1)[C:8]([O:10][C:11]([CH3:14])([CH3:13])[CH3:12])=[O:9])=[O:3], predict the reactants needed to synthesize it. The reactants are: Cl[C:2]([O:4][CH3:5])=[O:3].[NH2:6][C@H:7]([C:15]1[CH:20]=[CH:19][CH:18]=[CH:17][CH:16]=1)[C:8]([O:10][C:11]([CH3:14])([CH3:13])[CH3:12])=[O:9].Cl.C(N(C(C)C)CC)(C)C. (2) Given the product [NH2:1][C:2]1[C:3]([C:15]([NH:28][C:29]2[C:34]([N:35]3[CH2:40][CH2:39][C:38]([NH:42][C:43](=[O:49])[O:44][C:45]([CH3:48])([CH3:47])[CH3:46])([CH3:41])[CH2:37][CH2:36]3)=[CH:33][CH:32]=[CH:31][N:30]=2)=[O:17])=[N:4][C:5]([C:8]2[C:13]([Cl:14])=[CH:12][CH:11]=[CH:10][N:9]=2)=[CH:6][N:7]=1, predict the reactants needed to synthesize it. The reactants are: [NH2:1][C:2]1[C:3]([C:15]([O:17]C)=O)=[N:4][C:5]([C:8]2[C:13]([Cl:14])=[CH:12][CH:11]=[CH:10][N:9]=2)=[CH:6][N:7]=1.C(N(C(C)C)C(C)C)C.[NH2:28][C:29]1[C:34]([N:35]2[CH2:40][CH2:39][C:38]([NH:42][C:43](=[O:49])[O:44][C:45]([CH3:48])([CH3:47])[CH3:46])([CH3:41])[CH2:37][CH2:36]2)=[CH:33][CH:32]=[CH:31][N:30]=1. (3) Given the product [Br:15][C:13]1[CH:14]=[C:9]([NH:8][S:3]([N:2]([CH3:7])[CH3:1])(=[O:5])=[O:4])[CH:10]=[N:11][CH:12]=1, predict the reactants needed to synthesize it. The reactants are: [CH3:1][N:2]([CH3:7])[S:3](Cl)(=[O:5])=[O:4].[NH2:8][C:9]1[CH:10]=[N:11][CH:12]=[C:13]([Br:15])[CH:14]=1.N1C=CC=CC=1. (4) Given the product [CH3:1][C:2]1([CH3:34])[O:6][C@@H:5]([CH2:7][N:8]2[C:16]3[C:11](=[CH:12][C:13]([N+:18]([O-:20])=[O:19])=[C:14]([F:17])[CH:15]=3)[CH:10]=[C:9]2[C:21]([CH3:33])([CH3:32])[CH2:22][OH:23])[CH2:4][O:3]1, predict the reactants needed to synthesize it. The reactants are: [CH3:1][C:2]1([CH3:34])[O:6][C@@H:5]([CH2:7][N:8]2[C:16]3[C:11](=[CH:12][C:13]([N+:18]([O-:20])=[O:19])=[C:14]([F:17])[CH:15]=3)[CH:10]=[C:9]2[C:21]([CH3:33])([CH3:32])[C:22](OCC2C=CC=CC=2)=[O:23])[CH2:4][O:3]1.CC1(C)O[C@@H](CN2C3C(=CC([N+]([O-])=O)=C(F)C=3)C=C2C(C)(C)C(OC[C@H]2COC(C)(C)O2)=O)CO1.[H-].[H-].[H-].[H-].[Li+].[Al+3]. (5) Given the product [CH:24]1([N:19]2[C:18](=[O:30])[C:17]([NH:16][C:10]([C:7]3[C:6]([CH3:13])=[C:5]([C:4]#[C:3][C:2]([CH3:1])([CH3:15])[CH3:14])[O:9][N:8]=3)=[O:12])=[C:21]([CH3:22])[N:20]2[CH3:23])[CH2:25][CH2:26][CH2:27][CH2:28][CH2:29]1, predict the reactants needed to synthesize it. The reactants are: [CH3:1][C:2]([CH3:15])([CH3:14])[C:3]#[C:4][C:5]1[O:9][N:8]=[C:7]([C:10]([OH:12])=O)[C:6]=1[CH3:13].[NH2:16][C:17]1[C:18](=[O:30])[N:19]([CH:24]2[CH2:29][CH2:28][CH2:27][CH2:26][CH2:25]2)[N:20]([CH3:23])[C:21]=1[CH3:22].CCN(C(C)C)C(C)C.CN(C(ON1N=NC2C=CC=NC1=2)=[N+](C)C)C.F[P-](F)(F)(F)(F)F. (6) The reactants are: C(=O)(O)[O-].[Na+].[N:6]#[C:7]Br.[Si:9]([O:16][CH2:17][CH2:18][NH:19][C:20]1[CH:25]=[CH:24][C:23]([NH:26][C:27]([C:29]2[N:30]=[C:31]([CH3:44])[S:32][C:33]=2[C:34]([NH:36][C:37]2[CH:42]=[CH:41][C:40]([Cl:43])=[CH:39][N:38]=2)=[O:35])=[O:28])=[CH:22][CH:21]=1)([C:12]([CH3:15])([CH3:14])[CH3:13])([CH3:11])[CH3:10]. Given the product [Si:9]([O:16][CH2:17][CH2:18][N:19]([C:7]#[N:6])[C:20]1[CH:21]=[CH:22][C:23]([NH:26][C:27]([C:29]2[N:30]=[C:31]([CH3:44])[S:32][C:33]=2[C:34]([NH:36][C:37]2[CH:42]=[CH:41][C:40]([Cl:43])=[CH:39][N:38]=2)=[O:35])=[O:28])=[CH:24][CH:25]=1)([C:12]([CH3:15])([CH3:14])[CH3:13])([CH3:10])[CH3:11], predict the reactants needed to synthesize it. (7) Given the product [C:50]([O:54][C:55](=[O:66])[C:56]1[CH:64]=[C:63]([NH:65][C:21](=[O:23])[CH2:20][CH2:19][CH2:18][CH2:17][CH2:16][CH2:15][CH2:14][CH2:13][CH2:12][CH2:11][CH2:10][CH2:9][CH2:8][CH2:7][C:6]([O:5][C:1]([CH3:2])([CH3:3])[CH3:4])=[O:24])[CH:62]=[C:58]([C:59]([OH:61])=[O:60])[CH:57]=1)([CH3:53])([CH3:51])[CH3:52], predict the reactants needed to synthesize it. The reactants are: [C:1]([O:5][C:6](=[O:24])[CH2:7][CH2:8][CH2:9][CH2:10][CH2:11][CH2:12][CH2:13][CH2:14][CH2:15][CH2:16][CH2:17][CH2:18][CH2:19][CH2:20][C:21]([OH:23])=O)([CH3:4])([CH3:3])[CH3:2].C1C=NC2N(O)N=NC=2C=1.C1CCC(N=C=NC2CCCCC2)CC1.[C:50]([O:54][C:55](=[O:66])[C:56]1[CH:64]=[C:63]([NH2:65])[CH:62]=[C:58]([C:59]([OH:61])=[O:60])[CH:57]=1)([CH3:53])([CH3:52])[CH3:51].CCN(C(C)C)C(C)C.